From a dataset of Catalyst prediction with 721,799 reactions and 888 catalyst types from USPTO. Predict which catalyst facilitates the given reaction. (1) Reactant: [CH3:1][C:2]1[CH:3]=[C:4]([CH:23]=[O:24])[S:5][C:6]=1[C:7]1[S:8][C:9]([C:12]2[S:13][C:14]([C:17]3[S:18][CH:19]=[CH:20][C:21]=3[CH3:22])=[CH:15][CH:16]=2)=[CH:10][CH:11]=1.[BH4-].[Na+]. Product: [CH3:1][C:2]1[CH:3]=[C:4]([CH2:23][OH:24])[S:5][C:6]=1[C:7]1[S:8][C:9]([C:12]2[S:13][C:14]([C:17]3[S:18][CH:19]=[CH:20][C:21]=3[CH3:22])=[CH:15][CH:16]=2)=[CH:10][CH:11]=1. The catalyst class is: 8. (2) Reactant: [OH:1][C:2]1[CH:11]=[C:10]([O:12][CH3:13])[C:9]([CH2:14][CH:15]=[C:16]([CH3:18])[CH3:17])=[CH:8][C:3]=1[C:4]([O:6][CH3:7])=[O:5].[C:19]([O:23][C:24]([NH:26][CH2:27][CH2:28]O)=[O:25])([CH3:22])([CH3:21])[CH3:20].CC(OC(/N=N/C(OC(C)C)=O)=O)C. Product: [C:19]([O:23][C:24]([NH:26][CH2:27][CH2:28][O:1][C:2]1[CH:11]=[C:10]([O:12][CH3:13])[C:9]([CH2:14][CH:15]=[C:16]([CH3:18])[CH3:17])=[CH:8][C:3]=1[C:4]([O:6][CH3:7])=[O:5])=[O:25])([CH3:22])([CH3:21])[CH3:20]. The catalyst class is: 7. (3) Reactant: Cl.O.[NH2:3]N.Cl.[CH2:6]([O:8][C:9](=[O:22])[C:10](=[CH:18][N:19](C)C)[C:11](=O)[C:12]([O:14][CH2:15][CH3:16])=[O:13])[CH3:7]. Product: [CH2:15]([O:14][C:12]([C:11]1[NH:3][N:19]=[CH:18][C:10]=1[C:9]([O:8][CH2:6][CH3:7])=[O:22])=[O:13])[CH3:16]. The catalyst class is: 8. (4) Product: [Cl:1][C:2]1[CH:3]=[C:4]([N:5]([CH3:6])[C:27]([Cl:30])=[O:26])[CH:7]=[C:8]([C:10]([F:12])([F:13])[F:11])[CH:9]=1. The catalyst class is: 93. Reactant: [Cl:1][C:2]1[CH:3]=[C:4]([CH:7]=[C:8]([C:10]([F:13])([F:12])[F:11])[CH:9]=1)[NH:5][CH3:6].CCN(CC)CC.ClC(Cl)(OC(=O)[O:26][C:27]([Cl:30])(Cl)Cl)Cl.CCOC(C)=O. (5) Reactant: [CH2:1]([O:3][C:4]1[CH:9]=[CH:8][C:7]([CH2:10][C:11](Cl)=O)=[CH:6][CH:5]=1)[CH3:2].[NH2:14][C:15]1[CH:16]=[C:17]([CH:20]=[CH:21][C:22]=1[NH:23][CH2:24][CH:25]1[CH2:27][CH2:26]1)[C:18]#[N:19]. Product: [CH:25]1([CH2:24][N:23]2[C:22]3[CH:21]=[CH:20][C:17]([C:18]#[N:19])=[CH:16][C:15]=3[N:14]=[C:11]2[CH2:10][C:7]2[CH:8]=[CH:9][C:4]([O:3][CH2:1][CH3:2])=[CH:5][CH:6]=2)[CH2:26][CH2:27]1. The catalyst class is: 15. (6) Reactant: [OH:1][C:2]1[C:6]2[CH:7]=[N:8][CH:9]=[CH:10][C:5]=2[O:4][C:3]=1[C:11]([O:13][CH2:14][CH3:15])=[O:12].[F:16][C:17]1[CH:18]=[C:19]([N+:24]([O-:26])=[O:25])[CH:20]=[CH:21][C:22]=1F.C1OCCOCCOCCOCCOCCOC1.[H-].[K+].O.[Cl-].[Na+].O. Product: [CH2:14]([O:13][C:11]([C:3]1[O:4][C:5]2[CH:10]=[CH:9][N:8]=[CH:7][C:6]=2[C:2]=1[O:1][C:22]1[CH:21]=[CH:20][C:19]([N+:24]([O-:26])=[O:25])=[CH:18][C:17]=1[F:16])=[O:12])[CH3:15]. The catalyst class is: 3. (7) Reactant: [NH2:1][CH2:2][C:3]1[CH:4]=[CH:5][C:6]([N:9]([CH3:11])[CH3:10])=[N:7][CH:8]=1.Br[C:13]1[C:14]2[CH2:22][N:21]([C:23]3[CH:30]=[CH:29][C:28]([Cl:31])=[CH:27][C:24]=3[C:25]#[N:26])[CH2:20][CH2:19][C:15]=2[N:16]=[CH:17][N:18]=1.C(N(CC)C(C)C)(C)C. The catalyst class is: 10. Product: [Cl:31][C:28]1[CH:29]=[CH:30][C:23]([N:21]2[CH2:20][CH2:19][C:15]3[N:16]=[CH:17][N:18]=[C:13]([NH:1][CH2:2][C:3]4[CH:8]=[N:7][C:6]([N:9]([CH3:11])[CH3:10])=[CH:5][CH:4]=4)[C:14]=3[CH2:22]2)=[C:24]([CH:27]=1)[C:25]#[N:26]. (8) Reactant: C(N(CC)CC)C.CN(C(ON1N=NC2C=CC=CC1=2)=[N+](C)C)C.[B-](F)(F)(F)F.C(OC([NH:37][C:38]1([C:41]([OH:43])=O)[CH2:40][CH2:39]1)=O)(C)(C)C.[CH3:44][O:45][C:46]1[CH:60]=[CH:59][C:49]([O:50][C:51]2[CH:58]=[CH:57][C:54]([CH2:55][NH2:56])=[CH:53][CH:52]=2)=[C:48]([C:61]([F:64])([F:63])[F:62])[CH:47]=1. Product: [CH3:44][O:45][C:46]1[CH:60]=[CH:59][C:49]([O:50][C:51]2[CH:58]=[CH:57][C:54]([CH2:55][NH:56][C:41]([C:38]3([NH2:37])[CH2:39][CH2:40]3)=[O:43])=[CH:53][CH:52]=2)=[C:48]([C:61]([F:62])([F:63])[F:64])[CH:47]=1. The catalyst class is: 3.